Task: Predict the reaction yield, written as a fraction of the theoretical maximum amount of product (1.0 means a 100% yield; for example, 0.34 means a 34% yield).. Dataset: Reaction yield outcomes from USPTO patents with 853,638 reactions (1) The reactants are [NH2:1][CH:2]([C:12]1[C:13]([O:23][CH2:24][CH3:25])=[C:14]([C:20](=[O:22])[CH3:21])[CH:15]=[C:16]([Cl:19])[C:17]=1[F:18])[CH2:3][O:4][Si:5]([C:8]([CH3:11])([CH3:10])[CH3:9])([CH3:7])[CH3:6].[C:26]([O:30][C:31](O[C:31]([O:30][C:26]([CH3:29])([CH3:28])[CH3:27])=[O:32])=[O:32])([CH3:29])([CH3:28])[CH3:27].C(N(CC)C(C)C)(C)C. The catalyst is O1CCCC1.[Cl-].[Na+].O. The product is [C:20]([C:14]1[C:13]([O:23][CH2:24][CH3:25])=[C:12]([CH:2]([NH:1][C:31](=[O:32])[O:30][C:26]([CH3:29])([CH3:28])[CH3:27])[CH2:3][O:4][Si:5]([C:8]([CH3:11])([CH3:10])[CH3:9])([CH3:7])[CH3:6])[C:17]([F:18])=[C:16]([Cl:19])[CH:15]=1)(=[O:22])[CH3:21]. The yield is 0.600. (2) The reactants are Cl[C:2]1[C:11]2[C:6](=[CH:7][CH:8]=[CH:9][CH:10]=2)[C:5]([C:12]2[CH:17]=[CH:16][C:15]([F:18])=[CH:14][CH:13]=2)=[N:4][N:3]=1.[C:19]([O:23][C:24](=[O:33])[N:25]([CH3:32])[CH:26]1[CH2:31][CH2:30][NH:29][CH2:28][CH2:27]1)([CH3:22])([CH3:21])[CH3:20].C(N(CC)CC)C. The catalyst is CN(C=O)C.ClCCl. The product is [C:19]([O:23][C:24](=[O:33])[N:25]([CH:26]1[CH2:27][CH2:28][N:29]([C:2]2[C:11]3[C:6](=[CH:7][CH:8]=[CH:9][CH:10]=3)[C:5]([C:12]3[CH:17]=[CH:16][C:15]([F:18])=[CH:14][CH:13]=3)=[N:4][N:3]=2)[CH2:30][CH2:31]1)[CH3:32])([CH3:22])([CH3:20])[CH3:21]. The yield is 0.880. (3) The reactants are [CH3:1][C:2]1[N:3]=[C:4]([C:7]2([N:13]([C:17]3[CH:22]=[CH:21][CH:20]=[CH:19][CH:18]=3)[C:14](=[O:16])[CH3:15])[CH2:12][CH2:11][NH:10][CH2:9][CH2:8]2)[S:5][CH:6]=1.[F:23][C:24]1[CH:31]=[CH:30][CH:29]=[C:28]([F:32])[C:25]=1[CH:26]=O.C(O[BH-](OC(=O)C)OC(=O)C)(=O)C.[Na+].C(=O)(O)[O-].[Na+]. The catalyst is C(O)(=O)C.C(Cl)(Cl)Cl. The product is [F:23][C:24]1[CH:31]=[CH:30][CH:29]=[C:28]([F:32])[C:25]=1[CH2:26][N:10]1[CH2:11][CH2:12][C:7]([N:13]([C:17]2[CH:18]=[CH:19][CH:20]=[CH:21][CH:22]=2)[C:14](=[O:16])[CH3:15])([C:4]2[S:5][CH:6]=[C:2]([CH3:1])[N:3]=2)[CH2:8][CH2:9]1. The yield is 0.460. (4) The reactants are Br[CH2:2][C:3]([C:5]1[CH:10]=[CH:9][C:8]([Br:11])=[CH:7][CH:6]=1)=[O:4].[C:12]([O:16][C:17]([N:19]1[C@@H:23]([CH3:24])[CH2:22][CH2:21][C@H:20]1[C:25]([OH:27])=[O:26])=[O:18])([CH3:15])([CH3:14])[CH3:13].C(N(CC)CC)C. The catalyst is CC#N.CCOC(C)=O. The product is [CH3:24][C@@H:23]1[N:19]([C:17]([O:16][C:12]([CH3:13])([CH3:15])[CH3:14])=[O:18])[C@H:20]([C:25]([O:27][CH2:2][C:3]([C:5]2[CH:10]=[CH:9][C:8]([Br:11])=[CH:7][CH:6]=2)=[O:4])=[O:26])[CH2:21][CH2:22]1. The yield is 0.820.